This data is from Reaction yield outcomes from USPTO patents with 853,638 reactions. The task is: Predict the reaction yield, written as a fraction of the theoretical maximum amount of product (1.0 means a 100% yield; for example, 0.34 means a 34% yield). The reactants are Cl.[CH2:2]([N:9]1[CH2:14][CH2:13][C@@H:12]([CH:15]2[CH2:17][CH2:16]2)[C@H:11]([NH:18]P(=O)(OCC)OCC)[CH2:10]1)[C:3]1[CH:8]=[CH:7][CH:6]=[CH:5][CH:4]=1.[CH3:27][C:28]([O:31][C:32](O[C:32]([O:31][C:28]([CH3:30])([CH3:29])[CH3:27])=[O:33])=[O:33])([CH3:30])[CH3:29].C(OCC)(=O)C. The catalyst is O1CCOCC1.C1COCC1.[OH-].[Na+]. The product is [CH2:2]([N:9]1[CH2:14][CH2:13][C@@H:12]([CH:15]2[CH2:16][CH2:17]2)[C@H:11]([NH:18][C:32](=[O:33])[O:31][C:28]([CH3:30])([CH3:29])[CH3:27])[CH2:10]1)[C:3]1[CH:4]=[CH:5][CH:6]=[CH:7][CH:8]=1. The yield is 0.810.